Task: Predict which catalyst facilitates the given reaction.. Dataset: Catalyst prediction with 721,799 reactions and 888 catalyst types from USPTO (1) Reactant: [H-].[Na+].[CH:3]([C:6]1[CH:11]=[CH:10][CH:9]=[CH:8][C:7]=1[OH:12])([CH3:5])[CH3:4].[CH3:13][O:14][CH2:15][CH2:16][O:17][CH2:18]Cl. The catalyst class is: 7. Product: [CH:3]([C:6]1[CH:11]=[CH:10][CH:9]=[CH:8][C:7]=1[O:12][CH2:13][O:14][CH2:15][CH2:16][O:17][CH3:18])([CH3:5])[CH3:4]. (2) Reactant: C(OC(=O)[N:7](CC1C=CC(OC)=CC=1)[C:8]1[CH:13]=[C:12]([CH2:14][C@H:15]2[C:18](=[O:19])[N:17]([C:20](=[O:30])[NH:21][C@@H:22]([C:24]3[CH:29]=[CH:28][CH:27]=[CH:26][CH:25]=3)[CH3:23])[C@@H:16]2[S:31]([CH3:34])(=[O:33])=[O:32])[CH:11]=[CH:10][N:9]=1)(C)(C)C.[F:45][C:46]([F:51])([F:50])[C:47]([OH:49])=[O:48]. Product: [F:45][C:46]([F:51])([F:50])[C:47]([OH:49])=[O:48].[NH2:7][C:8]1[CH:13]=[C:12]([CH2:14][C@H:15]2[C:18](=[O:19])[N:17]([C:20]([NH:21][C@@H:22]([C:24]3[CH:25]=[CH:26][CH:27]=[CH:28][CH:29]=3)[CH3:23])=[O:30])[C@@H:16]2[S:31]([CH3:34])(=[O:33])=[O:32])[CH:11]=[CH:10][N:9]=1. The catalyst class is: 2.